From a dataset of Reaction yield outcomes from USPTO patents with 853,638 reactions. Predict the reaction yield, written as a fraction of the theoretical maximum amount of product (1.0 means a 100% yield; for example, 0.34 means a 34% yield). (1) The reactants are CC(OI1(OC(C)=O)(OC(C)=O)OC(=O)C2C=CC=CC1=2)=O.[CH3:23][S:24]([N:27]1[CH2:32][CH2:31][C:30]2[N:33]([CH2:46][CH2:47][CH2:48][OH:49])[N:34]=[C:35]([C:36]3[CH:41]=[CH:40][C:39]([C:42]([F:45])([F:44])[F:43])=[CH:38][CH:37]=3)[C:29]=2[CH2:28]1)(=[O:26])=[O:25].[O-]S([O-])(=S)=O.[Na+].[Na+]. The catalyst is C(Cl)Cl.CCOCC.C([O-])(O)=O.[Na+]. The product is [CH3:23][S:24]([N:27]1[CH2:32][CH2:31][C:30]2[N:33]([CH2:46][CH2:47][CH:48]=[O:49])[N:34]=[C:35]([C:36]3[CH:37]=[CH:38][C:39]([C:42]([F:43])([F:44])[F:45])=[CH:40][CH:41]=3)[C:29]=2[CH2:28]1)(=[O:26])=[O:25]. The yield is 0.850. (2) The reactants are Cl[CH2:2][C:3]1[C:12]2[C:7](=[CH:8][CH:9]=[C:10]([O:13][CH3:14])[CH:11]=2)[CH:6]=[CH:5][CH:4]=1.CS(C)=O.O.[C-:20]#[N:21].[K+]. The catalyst is CC(OC)(C)C.O. The product is [CH3:14][O:13][C:10]1[CH:11]=[C:12]2[C:7]([CH:6]=[CH:5][CH:4]=[C:3]2[CH2:2][C:20]#[N:21])=[CH:8][CH:9]=1. The yield is 1.00. (3) The reactants are [CH3:1][N:2]1[C:6]([NH:7][C:8]2[C:9](=[CH:13][CH:14]=[CH:15][CH:16]=2)[C:10](O)=O)=[CH:5][C:4]([CH3:17])=[N:3]1.O=P(Cl)(Cl)[Cl:20].[OH-].[Na+]. No catalyst specified. The product is [Cl:20][C:10]1[C:9]2[C:8](=[CH:16][CH:15]=[CH:14][CH:13]=2)[N:7]=[C:6]2[N:2]([CH3:1])[N:3]=[C:4]([CH3:17])[C:5]=12. The yield is 0.780.